Dataset: Reaction yield outcomes from USPTO patents with 853,638 reactions. Task: Predict the reaction yield, written as a fraction of the theoretical maximum amount of product (1.0 means a 100% yield; for example, 0.34 means a 34% yield). The reactants are [CH3:1][O:2][C:3]1[CH:8]=[CH:7][C:6]([CH2:9][C:10]#[N:11])=[C:5]([CH3:12])[CH:4]=1.[ClH:13].[H][H]. The catalyst is C(O)C.[Pd]. The product is [ClH:13].[CH3:1][O:2][C:3]1[CH:8]=[CH:7][C:6]([CH2:9][CH2:10][NH2:11])=[C:5]([CH3:12])[CH:4]=1. The yield is 0.500.